Task: Binary Classification. Given a drug SMILES string, predict its activity (active/inactive) in a high-throughput screening assay against a specified biological target.. Dataset: Orexin1 receptor HTS with 218,158 compounds and 233 confirmed actives (1) The molecule is OP(=O)(CCC(=O)Nc1cc(OC)ccc1)C. The result is 0 (inactive). (2) The molecule is S1\C(C(=O)N(c2c(n(n(c2=O)c2ccccc2)C)C)C1=S)=C\c1c2c(ccc1)cccc2. The result is 0 (inactive). (3) The molecule is O1C(C(=O)N(c2c1cccc2)CC(=O)NCc1cc2OCOc2cc1)C. The result is 0 (inactive).